From a dataset of Catalyst prediction with 721,799 reactions and 888 catalyst types from USPTO. Predict which catalyst facilitates the given reaction. (1) Reactant: [C:1]1(C2CCN(C([O-])=O)CC2)C=CC=CC=1.C[N:17]1[N:21]=[N:20][C:19]([C:22]2[CH:23]=[C:24]([CH:47]=[C:48]([C:50]([F:53])([F:52])[F:51])[CH:49]=2)[CH2:25][O:26][CH2:27][C:28]2([C:41]3[CH:46]=[CH:45][CH:44]=[CH:43][CH:42]=3)[CH2:33][CH2:32][N:31]([C:34]([O:36][C:37]([CH3:40])([CH3:39])[CH3:38])=[O:35])[CH2:30][CH2:29]2)=[N:18]1.N1C(C2C=C(C=C(C(F)(F)F)C=2)COC[C:65]2([C:78]3[CH:83]=[CH:82][CH:81]=[CH:80][CH:79]=3)[CH2:70][CH2:69][N:68]([C:71]([O:73]C(C)(C)C)=[O:72])[CH2:67][CH2:66]2)=NN=N1.C(=O)([O-])[O-].[K+].[K+]. Product: [CH3:1][N:20]1[C:19]([C:22]2[CH:23]=[C:24]([CH:47]=[C:48]([C:50]([F:51])([F:52])[F:53])[CH:49]=2)[CH2:25][O:26][CH2:27][C:28]2([C:41]3[CH:42]=[CH:43][CH:44]=[CH:45][CH:46]=3)[CH2:33][CH2:32][N:31]([C:34]([O:36][C:37]([CH3:40])([CH3:39])[CH3:38])=[O:35])[CH2:30][CH2:29]2)=[N:18][N:17]=[N:21]1.[C:78]1([CH:65]2[CH2:66][CH2:67][N:68]([C:71]([O-:73])=[O:72])[CH2:69][CH2:70]2)[CH:79]=[CH:80][CH:81]=[CH:82][CH:83]=1. The catalyst class is: 21. (2) Reactant: [Br:1][C:2]1[N:7]2[C:8]([C@@H:12]3[CH2:17][CH2:16][CH2:15][N:14]([C:18]([O:20][CH2:21][C:22]4[CH:27]=[CH:26][CH:25]=[CH:24][CH:23]=4)=[O:19])[CH2:13]3)=[N:9][C:10]([I:11])=[C:6]2[C:5](Cl)=[N:4][CH:3]=1.[CH3:29][O:30][C:31]1[CH:36]=[C:35]([O:37][CH3:38])[CH:34]=[CH:33][C:32]=1[CH2:39][NH2:40].C(N(C(C)C)C(C)C)C. Product: [Br:1][C:2]1[N:7]2[C:8]([C@@H:12]3[CH2:17][CH2:16][CH2:15][N:14]([C:18]([O:20][CH2:21][C:22]4[CH:27]=[CH:26][CH:25]=[CH:24][CH:23]=4)=[O:19])[CH2:13]3)=[N:9][C:10]([I:11])=[C:6]2[C:5]([NH:40][CH2:39][C:32]2[CH:33]=[CH:34][C:35]([O:37][CH3:38])=[CH:36][C:31]=2[O:30][CH3:29])=[N:4][CH:3]=1. The catalyst class is: 12. (3) Reactant: C(=O)([O-])[O-].[Cs+].[Cs+].[Br:7][C:8]1[CH:9]=[C:10]2[C:15](=[CH:16][CH:17]=1)[N:14]=[CH:13][CH:12]=[C:11]2[CH2:18][C:19](=[N:27][N:28]1[CH2:32][CH2:31][CH2:30][C:29]1=O)[C:20]1[CH:25]=[CH:24][CH:23]=[C:22]([CH3:26])[N:21]=1. Product: [Br:7][C:8]1[CH:9]=[C:10]2[C:15](=[CH:16][CH:17]=1)[N:14]=[CH:13][CH:12]=[C:11]2[C:18]1[C:19]([C:20]2[CH:25]=[CH:24][CH:23]=[C:22]([CH3:26])[N:21]=2)=[N:27][N:28]2[CH2:32][CH2:31][CH2:30][C:29]=12. The catalyst class is: 9. (4) Reactant: [F:1][C:2]([F:19])([F:18])[C:3]1[CH:8]=[CH:7][C:6]([C:9]2[C:10]([C:15](Cl)=[O:16])=[CH:11][CH:12]=[CH:13][CH:14]=2)=[CH:5][CH:4]=1.[NH2:20][C:21]1[CH:26]=[CH:25][C:24]([CH:27]([OH:36])[CH2:28][CH2:29][C:30]2[CH:35]=[CH:34][CH:33]=[CH:32][N:31]=2)=[CH:23][CH:22]=1.C/C(/O[Si](C)(C)C)=N\[Si](C)(C)C.O. Product: [OH:36][CH:27]([C:24]1[CH:23]=[CH:22][C:21]([NH:20][C:15]([C:10]2[C:9]([C:6]3[CH:7]=[CH:8][C:3]([C:2]([F:19])([F:18])[F:1])=[CH:4][CH:5]=3)=[CH:14][CH:13]=[CH:12][CH:11]=2)=[O:16])=[CH:26][CH:25]=1)[CH2:28][CH2:29][C:30]1[CH:35]=[CH:34][CH:33]=[CH:32][N:31]=1. The catalyst class is: 13. (5) Reactant: [CH3:1][O:2][C:3](=[O:36])[C@@H:4]([NH:25][C:26](=[O:35])[C:27]1[CH:32]=[C:31]([Cl:33])[CH:30]=[CH:29][C:28]=1[NH2:34])[CH2:5][C:6]1[CH:11]=[CH:10][C:9]([C:12]2[CH:17]=[CH:16][CH:15]=[CH:14][C:13]=2[O:18][C:19]2[CH:24]=[CH:23][CH:22]=[CH:21][CH:20]=2)=[CH:8][CH:7]=1.N1C=CC=CC=1.[CH3:43][N:44]([CH3:59])[C:45]1[CH:54]=[CH:53][CH:52]=[C:51]2[C:46]=1[CH:47]=[CH:48][CH:49]=[C:50]2[S:55](Cl)(=[O:57])=[O:56]. Product: [CH3:1][O:2][C:3](=[O:36])[C@@H:4]([NH:25][C:26](=[O:35])[C:27]1[CH:32]=[C:31]([Cl:33])[CH:30]=[CH:29][C:28]=1[NH:34][S:55]([C:50]1[C:51]2[C:46](=[C:45]([N:44]([CH3:59])[CH3:43])[CH:54]=[CH:53][CH:52]=2)[CH:47]=[CH:48][CH:49]=1)(=[O:57])=[O:56])[CH2:5][C:6]1[CH:7]=[CH:8][C:9]([C:12]2[CH:17]=[CH:16][CH:15]=[CH:14][C:13]=2[O:18][C:19]2[CH:24]=[CH:23][CH:22]=[CH:21][CH:20]=2)=[CH:10][CH:11]=1. The catalyst class is: 2. (6) Reactant: [F:1][C:2]1[CH:3]=[N:4][C:5]([NH:13][C:14]2[CH:19]=[CH:18][C:17]([F:20])=[CH:16][CH:15]=2)=[C:6]([CH:12]=1)[C:7]([O:9]CC)=[O:8].[OH-].[K+]. Product: [F:1][C:2]1[CH:3]=[N:4][C:5]([NH:13][C:14]2[CH:19]=[CH:18][C:17]([F:20])=[CH:16][CH:15]=2)=[C:6]([CH:12]=1)[C:7]([OH:9])=[O:8]. The catalyst class is: 24.